From a dataset of Full USPTO retrosynthesis dataset with 1.9M reactions from patents (1976-2016). Predict the reactants needed to synthesize the given product. (1) Given the product [NH2:7][C@H:8]([C:18]1[C:23]([C:24]2[CH:25]=[CH:26][C:27]([Cl:39])=[C:28]3[C:32]=2[N:31]([CH3:33])[N:30]=[C:29]3[NH:34][S:35]([CH3:38])(=[O:36])=[O:37])=[CH:22][C:21]([Br:40])=[CH:20][N:19]=1)[CH2:9][C:10]1[CH:11]=[C:12]([F:17])[CH:13]=[C:14]([F:16])[CH:15]=1, predict the reactants needed to synthesize it. The reactants are: C(OC(=O)[NH:7][C@H:8]([C:18]1[C:23]([C:24]2[CH:25]=[CH:26][C:27]([Cl:39])=[C:28]3[C:32]=2[N:31]([CH3:33])[N:30]=[C:29]3[NH:34][S:35]([CH3:38])(=[O:37])=[O:36])=[CH:22][C:21]([Br:40])=[CH:20][N:19]=1)[CH2:9][C:10]1[CH:15]=[C:14]([F:16])[CH:13]=[C:12]([F:17])[CH:11]=1)(C)(C)C.Cl. (2) Given the product [CH3:1][O:2][CH2:3][CH2:4][O:5][C:6]1[CH:11]=[CH:10][C:9](/[CH:12]=[CH:13]/[C:14]([OH:16])=[O:15])=[C:8]([O:19][CH2:20][C:21]2[N:22]=[C:23]([C:27]3[CH:32]=[CH:31][CH:30]=[CH:29][CH:28]=3)[O:24][C:25]=2[CH3:26])[CH:7]=1, predict the reactants needed to synthesize it. The reactants are: [CH3:1][O:2][CH2:3][CH2:4][O:5][C:6]1[CH:11]=[CH:10][C:9](/[CH:12]=[CH:13]/[C:14]([O:16]CC)=[O:15])=[C:8]([O:19][CH2:20][C:21]2[N:22]=[C:23]([C:27]3[CH:32]=[CH:31][CH:30]=[CH:29][CH:28]=3)[O:24][C:25]=2[CH3:26])[CH:7]=1.[OH-].[Na+]. (3) The reactants are: [C:1]([O:7][CH2:8][CH3:9])(=[O:6])[CH2:2][C:3]([O-:5])=O.N1[CH:16]=[CH:21][CH:20]=[CH:19][C:18]=1[C:16]1[CH:21]=[CH:20][CH:19]=[CH:18]N=1.C([Li])CCC.C1(C(Cl)=O)CCCC1.Cl. Given the product [CH:18]1([C:3](=[O:5])[CH2:2][C:1]([O:7][CH2:8][CH3:9])=[O:6])[CH2:19][CH2:20][CH2:21][CH2:16]1, predict the reactants needed to synthesize it. (4) The reactants are: [CH2:1]([NH:8][C:9]([C:11]1[S:15][C:14]([N:16]2[CH2:21][CH2:20][CH2:19][CH2:18][C:17]2=[O:22])=[N:13][C:12]=1[CH3:23])=[O:10])[C:2]1[CH:7]=[CH:6][CH:5]=[CH:4][CH:3]=1.Br[CH2:25][C:26]1[CH:31]=[C:30]([F:32])[CH:29]=[CH:28][C:27]=1[F:33]. Given the product [CH2:1]([NH:8][C:9]([C:11]1[S:15][C:14]([N:16]2[CH2:21][CH2:20][CH2:19][CH:18]([CH2:25][C:26]3[CH:31]=[C:30]([F:32])[CH:29]=[CH:28][C:27]=3[F:33])[C:17]2=[O:22])=[N:13][C:12]=1[CH3:23])=[O:10])[C:2]1[CH:7]=[CH:6][CH:5]=[CH:4][CH:3]=1, predict the reactants needed to synthesize it.